Dataset: Reaction yield outcomes from USPTO patents with 853,638 reactions. Task: Predict the reaction yield, written as a fraction of the theoretical maximum amount of product (1.0 means a 100% yield; for example, 0.34 means a 34% yield). (1) The reactants are Cl[C:2]1[N:11]=[C:10]([N:12]([CH3:14])[CH3:13])[C:9]2[C:4](=[CH:5][CH:6]=[CH:7][CH:8]=2)[N:3]=1.[C:15]([O:19][C:20](=[O:31])[NH:21][CH2:22][C@H:23]1[CH2:28][CH2:27][C@H:26]([CH2:29][NH2:30])[CH2:25][CH2:24]1)([CH3:18])([CH3:17])[CH3:16].C([O-])(O)=O.[Na+]. The catalyst is CC(O)C. The product is [C:15]([O:19][C:20](=[O:31])[NH:21][CH2:22][C@H:23]1[CH2:24][CH2:25][C@H:26]([CH2:29][NH:30][C:2]2[N:11]=[C:10]([N:12]([CH3:14])[CH3:13])[C:9]3[C:4](=[CH:5][CH:6]=[CH:7][CH:8]=3)[N:3]=2)[CH2:27][CH2:28]1)([CH3:18])([CH3:16])[CH3:17]. The yield is 0.810. (2) The reactants are [CH2:1]([O:3][C:4]([C:6]1[C:15]2[C:10](=[CH:11][C:12]([O:18][CH3:19])=[C:13]([O:16][CH3:17])[CH:14]=2)[CH2:9][CH2:8][N:7]=1)=[O:5])[CH3:2].C(N(CC)CC)C.[C:27](O[C:27]([O:29][C:30]([CH3:33])([CH3:32])[CH3:31])=[O:28])([O:29][C:30]([CH3:33])([CH3:32])[CH3:31])=[O:28]. The catalyst is CCO.C(Cl)Cl.[Pd]. The product is [CH2:1]([O:3][C:4]([CH:6]1[C:15]2[C:10](=[CH:11][C:12]([O:18][CH3:19])=[C:13]([O:16][CH3:17])[CH:14]=2)[CH2:9][CH2:8][N:7]1[C:27]([O:29][C:30]([CH3:33])([CH3:32])[CH3:31])=[O:28])=[O:5])[CH3:2]. The yield is 0.970. (3) The reactants are [F:1][C:2]1[CH:10]=[CH:9][CH:8]=[C:7]2[C:3]=1[C:4]([CH3:13])([CH3:12])[C:5](=[O:11])[NH:6]2.C(O)(=O)C.[Br:18]Br.S([O-])([O-])(=O)=S.[Na+].[Na+]. The catalyst is ClCCl. The product is [Br:18][C:10]1[C:2]([F:1])=[C:3]2[C:7](=[CH:8][CH:9]=1)[NH:6][C:5](=[O:11])[C:4]2([CH3:13])[CH3:12]. The yield is 0.870. (4) The reactants are C[O:2][C:3](=O)[C:4]1[CH:9]=[C:8]([Br:10])[CH:7]=[C:6]([Br:11])[C:5]=1[NH:12][C:13](=[O:27])[CH:14]([C:16]1[CH:21]=[CH:20][C:19]([O:22][CH3:23])=[C:18]([N+:24]([O-:26])=[O:25])[CH:17]=1)[CH3:15].[Li+].C[Si]([N-][Si](C)(C)C)(C)C.CCCCCC. The catalyst is CCOC(C)=O. The product is [Br:10][C:8]1[CH:9]=[C:4]2[C:5](=[C:6]([Br:11])[CH:7]=1)[NH:12][C:13](=[O:27])[C:14]([C:16]1[CH:21]=[CH:20][C:19]([O:22][CH3:23])=[C:18]([N+:24]([O-:26])=[O:25])[CH:17]=1)([CH3:15])[C:3]2=[O:2]. The yield is 0.270.